This data is from Catalyst prediction with 721,799 reactions and 888 catalyst types from USPTO. The task is: Predict which catalyst facilitates the given reaction. The catalyst class is: 3. Reactant: [CH2:1]([C@@:4]1([C:17]2[CH:22]=[CH:21][C:20]([F:23])=[CH:19][CH:18]=2)[O:9][C:8](=[O:10])[N:7]([C@H:11]2[CH2:16][CH2:15][CH2:14][NH:13][CH2:12]2)[CH2:6][CH2:5]1)[CH:2]=[CH2:3].[CH2:24](Br)[C:25]1[CH:30]=[CH:29][CH:28]=[CH:27][CH:26]=1.C([O-])([O-])=O.[K+].[K+]. Product: [CH2:1]([C@@:4]1([C:17]2[CH:22]=[CH:21][C:20]([F:23])=[CH:19][CH:18]=2)[O:9][C:8](=[O:10])[N:7]([C@H:11]2[CH2:16][CH2:15][CH2:14][N:13]([CH2:24][C:25]3[CH:30]=[CH:29][CH:28]=[CH:27][CH:26]=3)[CH2:12]2)[CH2:6][CH2:5]1)[CH:2]=[CH2:3].